Dataset: Forward reaction prediction with 1.9M reactions from USPTO patents (1976-2016). Task: Predict the product of the given reaction. (1) Given the reactants [NH2:1][C:2]([N:4]1[CH2:9][CH2:8][CH:7]([NH:10][C:11]2[C:16]([C:17](O)=[O:18])=[CH:15][N:14]=[C:13]3[N:20]([CH2:23][CH3:24])[N:21]=[CH:22][C:12]=23)[CH2:6][CH2:5]1)=[O:3].Cl.[NH2:26][CH:27]([C:35]1[CH:40]=[CH:39][CH:38]=[C:37]([CH3:41])[CH:36]=1)[CH2:28][CH2:29][C:30]([N:32]([CH3:34])[CH3:33])=[O:31], predict the reaction product. The product is: [NH2:1][C:2]([N:4]1[CH2:5][CH2:6][CH:7]([NH:10][C:11]2[C:16]([C:17]([NH:26][CH:27]([C:35]3[CH:40]=[CH:39][CH:38]=[C:37]([CH3:41])[CH:36]=3)[CH2:28][CH2:29][C:30]([N:32]([CH3:34])[CH3:33])=[O:31])=[O:18])=[CH:15][N:14]=[C:13]3[N:20]([CH2:23][CH3:24])[N:21]=[CH:22][C:12]=23)[CH2:8][CH2:9]1)=[O:3]. (2) Given the reactants [C:1]([O:5][C:6](=[O:43])[NH:7][C@H:8]1[CH2:13][CH2:12][C@H:11]([N:14]([C:17]2[CH:22]=[CH:21][CH:20]=[C:19]([C:23](=[O:39])[NH:24][CH2:25][C:26]3[C:27]([O:37][CH3:38])=[N:28][C:29]([CH3:36])=[CH:30][C:31]=3[CH2:32]CC=C)[C:18]=2[CH2:40][CH:41]=[CH2:42])[CH2:15][CH3:16])[CH2:10][CH2:9]1)([CH3:4])([CH3:3])[CH3:2].O.C(Cl)(Cl)Cl, predict the reaction product. The product is: [C:1]([O:5][C:6](=[O:43])[NH:7][C@H:8]1[CH2:9][CH2:10][C@H:11]([N:14]([CH2:15][CH3:16])[C:17]2[C:18]3[CH2:40][CH:41]=[CH:42][CH2:32][C:31]4[CH:30]=[C:29]([CH3:36])[N:28]=[C:27]([O:37][CH3:38])[C:26]=4[CH2:25][NH:24][C:23](=[O:39])[C:19]=3[CH:20]=[CH:21][CH:22]=2)[CH2:12][CH2:13]1)([CH3:2])([CH3:3])[CH3:4]. (3) The product is: [Br:25][CH2:17][C:14]1[CH:15]=[CH:16][C:11]([C:9]([C:6]2[CH:5]=[CH:4][C:3]([O:2][CH3:1])=[CH:8][CH:7]=2)=[O:10])=[CH:12][CH:13]=1. Given the reactants [CH3:1][O:2][C:3]1[CH:8]=[CH:7][C:6]([C:9]([C:11]2[CH:16]=[CH:15][C:14]([CH3:17])=[CH:13][CH:12]=2)=[O:10])=[CH:5][CH:4]=1.C1C(=O)N([Br:25])C(=O)C1.CC(N=NC(C#N)(C)C)(C#N)C, predict the reaction product. (4) Given the reactants [Br:1][C:2]1[CH:3]=[CH:4][C:5]([N:8]2[CH2:12][CH2:11][C@@H:10]([NH:13][C:14](=O)[CH:15]([F:17])[F:16])[CH2:9]2)=[N:6][CH:7]=1, predict the reaction product. The product is: [Br:1][C:2]1[CH:3]=[CH:4][C:5]([N:8]2[CH2:12][CH2:11][C@@H:10]([NH:13][CH2:14][CH:15]([F:17])[F:16])[CH2:9]2)=[N:6][CH:7]=1. (5) Given the reactants F[C:2]1[CH:7]=[C:6]([F:8])[CH:5]=[CH:4][C:3]=1[N+:9]([O-:11])=[O:10].[CH3:12][NH2:13], predict the reaction product. The product is: [F:8][C:6]1[CH:5]=[CH:4][C:3]([N+:9]([O-:11])=[O:10])=[C:2]([CH:7]=1)[NH:13][CH3:12]. (6) Given the reactants [F:1][C:2]([F:7])([F:6])[C:3]([OH:5])=[O:4].[CH2:8]([N:12]1[C:16]2[C:17](=[O:22])[N:18]([CH3:21])[N:19]=[CH:20][C:15]=2[N:14]=[C:13]1[N:23]1[CH2:28][CH2:27][N:26](C(OC(C)(C)C)=O)[CH2:25][CH2:24]1)[C:9]#[C:10][CH3:11], predict the reaction product. The product is: [F:1][C:2]([F:7])([F:6])[C:3]([OH:5])=[O:4].[CH2:8]([N:12]1[C:16]2[C:17](=[O:22])[N:18]([CH3:21])[N:19]=[CH:20][C:15]=2[N:14]=[C:13]1[N:23]1[CH2:24][CH2:25][NH:26][CH2:27][CH2:28]1)[C:9]#[C:10][CH3:11]. (7) Given the reactants Br[CH:2]([C:17]1[CH:22]=[CH:21][C:20]([F:23])=[CH:19][CH:18]=1)[C:3]([C:5]1[CH:16]=[CH:15][C:8]2[N:9]=[N:10][N:11]([CH:12]([CH3:14])[CH3:13])[C:7]=2[CH:6]=1)=O.C(=O)([O-])[O-].[Cs+].[Cs+].Cl.[C:31]([C:34]1[CH:35]=[N:36][CH:37]=[CH:38][CH:39]=1)(=[NH:33])[NH2:32].O, predict the reaction product. The product is: [F:23][C:20]1[CH:21]=[CH:22][C:17]([C:2]2[N:33]=[C:31]([C:34]3[CH:35]=[N:36][CH:37]=[CH:38][CH:39]=3)[NH:32][C:3]=2[C:5]2[CH:16]=[CH:15][C:8]3[N:9]=[N:10][N:11]([CH:12]([CH3:14])[CH3:13])[C:7]=3[CH:6]=2)=[CH:18][CH:19]=1. (8) Given the reactants [N:1]1([C:6]([C:8]2[CH:13]=[CH:12][C:11](B(O)O)=[CH:10][CH:9]=2)=[O:7])[CH2:5][CH2:4][CH2:3][CH2:2]1.Br[C:18]1[CH:23]=[CH:22][C:21]([O:24][CH2:25][CH:26]2[CH2:31][CH2:30][N:29]([C:32]([O:34][CH:35]([CH3:37])[CH3:36])=[O:33])[CH2:28][CH2:27]2)=[CH:20][CH:19]=1, predict the reaction product. The product is: [N:1]1([C:6]([C:8]2[CH:13]=[CH:12][C:11]([C:18]3[CH:19]=[CH:20][C:21]([O:24][CH2:25][CH:26]4[CH2:27][CH2:28][N:29]([C:32]([O:34][CH:35]([CH3:37])[CH3:36])=[O:33])[CH2:30][CH2:31]4)=[CH:22][CH:23]=3)=[CH:10][CH:9]=2)=[O:7])[CH2:5][CH2:4][CH2:3][CH2:2]1. (9) Given the reactants CC1N=C(N2C(=O)N(CC3C=CC(C(F)(F)F)=CC=3)N=C2)SC=1C(O)=O.[F:27][C:28]1[CH:49]=[CH:48][C:31]([CH2:32][N:33]2[C:37](=[O:38])[N:36]([C:39]3[S:40][C:41]([C:45]([OH:47])=O)=[C:42]([CH3:44])[N:43]=3)[CH:35]=[N:34]2)=[CH:30][CH:29]=1.[N:50]1[CH:55]=[CH:54][CH:53]=[C:52]([CH2:56][NH2:57])[CH:51]=1, predict the reaction product. The product is: [F:27][C:28]1[CH:49]=[CH:48][C:31]([CH2:32][N:33]2[C:37](=[O:38])[N:36]([C:39]3[S:40][C:41]([C:45]([NH:57][CH2:56][C:52]4[CH:51]=[N:50][CH:55]=[CH:54][CH:53]=4)=[O:47])=[C:42]([CH3:44])[N:43]=3)[CH:35]=[N:34]2)=[CH:30][CH:29]=1.